Dataset: Forward reaction prediction with 1.9M reactions from USPTO patents (1976-2016). Task: Predict the product of the given reaction. (1) Given the reactants [Si]([O:8][CH:9]1[C:14]2([CH2:18][CH2:17][CH2:16][CH2:15]2)[CH2:13][CH:12]([C:19]2[C:23]([CH2:24][N:25]([CH3:37])[CH2:26][CH2:27][N:28](C)[C:29](=O)OC(C)(C)C)=[CH:22][N:21](C3CCCCO3)[N:20]=2)[CH2:11][CH2:10]1)(C(C)(C)C)(C)C, predict the reaction product. The product is: [CH3:37][N:25]([CH2:24][C:23]1[C:19]([CH:12]2[CH2:13][C:14]3([CH2:18][CH2:17][CH2:16][CH2:15]3)[CH:9]([OH:8])[CH2:10][CH2:11]2)=[N:20][NH:21][CH:22]=1)[CH2:26][CH2:27][NH:28][CH3:29]. (2) Given the reactants [CH3:1][C:2]1[CH:10]=[CH:9][CH:8]=[C:7]([N+:11]([O-:13])=[O:12])[C:3]=1[C:4](O)=[O:5].[BH4-].[Na+].COS(=O)(=O)OC.Cl, predict the reaction product. The product is: [CH3:1][C:2]1[CH:10]=[CH:9][CH:8]=[C:7]([N+:11]([O-:13])=[O:12])[C:3]=1[CH2:4][OH:5]. (3) Given the reactants [CH3:1][C:2]1[C:6]([C:7]2[CH:8]=[C:9]3[N:15]([CH:16]([C:22]4[CH:27]=[CH:26][CH:25]=[CH:24][CH:23]=4)[C:17](OCC)=[O:18])[CH:14]=[C:13]([C:28]4[CH:29]=[N:30][N:31]([CH3:33])[CH:32]=4)[C:10]3=[N:11][CH:12]=2)=[C:5]([CH3:34])[O:4][N:3]=1.[H-].[Al+3].[Li+].[H-].[H-].[H-].O.O.O.O.O.O.O.O.O.O.S([O-])([O-])(=O)=O.[Na+].[Na+], predict the reaction product. The product is: [CH3:1][C:2]1[C:6]([C:7]2[CH:8]=[C:9]3[N:15]([CH:16]([C:22]4[CH:27]=[CH:26][CH:25]=[CH:24][CH:23]=4)[CH2:17][OH:18])[CH:14]=[C:13]([C:28]4[CH:29]=[N:30][N:31]([CH3:33])[CH:32]=4)[C:10]3=[N:11][CH:12]=2)=[C:5]([CH3:34])[O:4][N:3]=1. (4) Given the reactants [N+:1]([C:4]1[CH:5]=[C:6]([CH:9]=[CH:10][CH:11]=1)[CH2:7]Br)([O-:3])=[O:2].C(=O)([O-])[O-].[K+].[K+].[Cl:18][C:19]1[CH:24]=[CH:23][C:22]([C:25]2[CH2:30][S:29][C:28](=[O:31])[NH:27][N:26]=2)=[CH:21][CH:20]=1.O, predict the reaction product. The product is: [Cl:18][C:19]1[CH:20]=[CH:21][C:22]([C:25]2[CH2:30][S:29][C:28](=[O:31])[N:27]([CH2:7][C:6]3[CH:9]=[CH:10][CH:11]=[C:4]([N+:1]([O-:3])=[O:2])[CH:5]=3)[N:26]=2)=[CH:23][CH:24]=1.